Dataset: Forward reaction prediction with 1.9M reactions from USPTO patents (1976-2016). Task: Predict the product of the given reaction. (1) Given the reactants [N+:1]([O-:4])(O)=[O:2].[OH:5][C:6]1[CH:7]=[N:8][CH:9]=[C:10]([CH:14]=1)[C:11]([OH:13])=[O:12], predict the reaction product. The product is: [OH:5][C:6]1[CH:14]=[C:10]([C:11]([OH:13])=[O:12])[CH:9]=[N:8][C:7]=1[N+:1]([O-:4])=[O:2]. (2) Given the reactants [CH3:1][O:2][C:3](=[O:25])[CH2:4][C:5]1[CH:10]=[CH:9][CH:8]=[C:7]([O:11][C:12]2[CH:17]=[CH:16][C:15]([C:18]([F:21])([F:20])[F:19])=[CH:14][C:13]=2[CH2:22][NH:23][CH3:24])[CH:6]=1.[F:26][C:27]([F:39])([F:38])[C:28]1[CH:33]=[CH:32][CH:31]=[CH:30][C:29]=1[S:34](Cl)(=[O:36])=[O:35], predict the reaction product. The product is: [CH3:1][O:2][C:3](=[O:25])[CH2:4][C:5]1[CH:10]=[CH:9][CH:8]=[C:7]([O:11][C:12]2[CH:17]=[CH:16][C:15]([C:18]([F:20])([F:19])[F:21])=[CH:14][C:13]=2[CH2:22][N:23]([CH3:24])[S:34]([C:29]2[CH:30]=[CH:31][CH:32]=[CH:33][C:28]=2[C:27]([F:26])([F:38])[F:39])(=[O:36])=[O:35])[CH:6]=1.